This data is from Catalyst prediction with 721,799 reactions and 888 catalyst types from USPTO. The task is: Predict which catalyst facilitates the given reaction. Reactant: [NH2:1][C:2]1[CH:12]=[CH:11][C:5]2[NH:6][C:7](=[S:10])[CH2:8][O:9][C:4]=2[CH:3]=1.[CH2:13]([CH:20]1[CH2:25][CH2:24][N:23]([C:26](=[O:30])[C:27](O)=[O:28])[CH2:22][CH2:21]1)[C:14]1[CH:19]=[CH:18][CH:17]=[CH:16][CH:15]=1. Product: [CH2:13]([CH:20]1[CH2:21][CH2:22][N:23]([C:26](=[O:30])[C:27]([NH:1][C:2]2[CH:12]=[CH:11][C:5]3[NH:6][C:7](=[S:10])[CH2:8][O:9][C:4]=3[CH:3]=2)=[O:28])[CH2:24][CH2:25]1)[C:14]1[CH:15]=[CH:16][CH:17]=[CH:18][CH:19]=1. The catalyst class is: 27.